The task is: Predict which catalyst facilitates the given reaction.. This data is from Catalyst prediction with 721,799 reactions and 888 catalyst types from USPTO. (1) Product: [Br:19][C:9]1[C:10]2[C:11](=[CH:12][N:13]=[C:14]([C:16](=[O:18])[CH3:17])[CH:15]=2)[S:7][CH:8]=1. Reactant: C(=O)(O)[O-].[Na+].O.[S:7]1[C:11]2=[CH:12][N:13]=[C:14]([C:16](=[O:18])[CH3:17])[CH:15]=[C:10]2[CH:9]=[CH:8]1.[Br:19]Br. The catalyst class is: 53. (2) Reactant: Cl.[CH:2]1([NH:8][NH2:9])[CH2:7][CH2:6][CH2:5][CH2:4][CH2:3]1.C[O-].[Na+].C(O[CH2:16][CH:17]([C:20]#[N:21])[C:18]#[N:19])C. Product: [NH2:21][C:20]1[N:8]([CH:2]2[CH2:7][CH2:6][CH2:5][CH2:4][CH2:3]2)[N:9]=[CH:16][C:17]=1[C:18]#[N:19]. The catalyst class is: 8.